Dataset: Full USPTO retrosynthesis dataset with 1.9M reactions from patents (1976-2016). Task: Predict the reactants needed to synthesize the given product. (1) Given the product [CH3:11][O:10][C:7]1[CH:8]=[CH:9][C:4]([C:3](=[O:18])[CH2:21][C:22]2[CH:27]=[CH:26][CH:25]=[CH:24][CH:23]=2)=[C:5]([C:12]#[C:13][CH2:14][CH:15]([CH3:16])[CH3:17])[CH:6]=1, predict the reactants needed to synthesize it. The reactants are: CN(OC)[C:3](=[O:18])[C:4]1[CH:9]=[CH:8][C:7]([O:10][CH3:11])=[CH:6][C:5]=1[C:12]#[C:13][CH2:14][CH:15]([CH3:17])[CH3:16].[CH2:21]([Mg]Cl)[C:22]1[CH:27]=[CH:26][CH:25]=[CH:24][CH:23]=1. (2) Given the product [Cl:1][C:2]1[CH:7]=[C:6]([Cl:8])[CH:5]=[CH:4][C:3]=1[C:9]1[C:28](=[O:29])[N:27]([CH3:30])[C:12]2[N:13]([CH3:26])[C:14]3[C:19]([C:11]=2[CH:10]=1)=[CH:18][C:17]([C:20]1[C:24]([CH3:25])=[CH:23][N:22]([C:34](=[O:35])[CH2:33][O:32][CH3:31])[N:21]=1)=[CH:16][CH:15]=3, predict the reactants needed to synthesize it. The reactants are: [Cl:1][C:2]1[CH:7]=[C:6]([Cl:8])[CH:5]=[CH:4][C:3]=1[C:9]1[C:28](=[O:29])[N:27]([CH3:30])[C:12]2[N:13]([CH3:26])[C:14]3[C:19]([C:11]=2[CH:10]=1)=[CH:18][C:17]([C:20]1[C:24]([CH3:25])=[CH:23][NH:22][N:21]=1)=[CH:16][CH:15]=3.[CH3:31][O:32][CH2:33][C:34](Cl)=[O:35]. (3) The reactants are: [CH3:1][O:2][C:3](=[O:21])[CH2:4][CH2:5][CH2:6][CH2:7][CH2:8][CH2:9][CH:10]([OH:20])[C:11](=[O:19])[NH:12][C:13]1[CH:18]=[CH:17][CH:16]=[CH:15][CH:14]=1.[CH3:22]I. Given the product [CH3:1][O:2][C:3](=[O:21])[CH2:4][CH2:5][CH2:6][CH2:7][CH2:8][CH2:9][CH:10]([O:20][CH3:22])[C:11](=[O:19])[NH:12][C:13]1[CH:18]=[CH:17][CH:16]=[CH:15][CH:14]=1, predict the reactants needed to synthesize it. (4) Given the product [C:1]([O:5][C:6]([N:8]1[CH2:12][C@@:11]([F:39])([CH2:13][N:14]2[CH2:19][CH2:18][O:17][CH2:16][CH2:15]2)[CH2:10][C@H:9]1[C:21](=[O:32])[NH:22][CH2:23][C:24]1[CH:29]=[CH:28][CH:27]=[C:26]([Cl:30])[C:25]=1[F:31])=[O:7])([CH3:4])([CH3:3])[CH3:2], predict the reactants needed to synthesize it. The reactants are: [C:1]([O:5][C:6]([N:8]1[CH2:12][C@:11](O)([CH2:13][N:14]2[CH2:19][CH2:18][O:17][CH2:16][CH2:15]2)[CH2:10][C@H:9]1[C:21](=[O:32])[NH:22][CH2:23][C:24]1[CH:29]=[CH:28][CH:27]=[C:26]([Cl:30])[C:25]=1[F:31])=[O:7])([CH3:4])([CH3:3])[CH3:2].CCN(S(F)(F)[F:39])CC.C([O-])(O)=O.[Na+]. (5) Given the product [OH:31][C:15]1[CH:16]=[C:17]([C:19]2[CH:20]=[C:21]3[C:26](=[CH:27][CH:28]=2)[CH:25]=[C:24]([OH:29])[CH:23]=[CH:22]3)[CH:18]=[C:13]([C:8]2[CH:7]=[CH:6][C:5]3[C:10](=[CH:11][CH:12]=[C:3]([OH:2])[CH:4]=3)[CH:9]=2)[CH:14]=1, predict the reactants needed to synthesize it. The reactants are: C[O:2][C:3]1[CH:12]=[CH:11][C:10]2[C:5](=[CH:6][CH:7]=[C:8]([C:13]3[CH:18]=[C:17]([C:19]4[CH:28]=[CH:27][C:26]5[C:21](=[CH:22][CH:23]=[C:24]([O:29]C)[CH:25]=5)[CH:20]=4)[CH:16]=[C:15]([O:31]C)[CH:14]=3)[CH:9]=2)[CH:4]=1.B(Br)(Br)Br. (6) Given the product [F:19][C:20]([F:39])([F:38])[S:21]([O:10][C:7]1[CH2:8][CH2:9][CH:4]([CH:1]([CH3:3])[CH3:2])[CH2:5][CH:6]=1)(=[O:23])=[O:22], predict the reactants needed to synthesize it. The reactants are: [CH:1]([CH:4]1[CH2:9][CH2:8][C:7](=[O:10])[CH2:6][CH2:5]1)([CH3:3])[CH3:2].[Li+].CC([N-]C(C)C)C.[F:19][C:20]([F:39])([F:38])[S:21](N(C1C=CC=CN=1)[S:21]([C:20]([F:39])([F:38])[F:19])(=[O:23])=[O:22])(=[O:23])=[O:22]. (7) Given the product [Cl:23][C:24]1[CH:29]=[CH:28][C:27]([F:30])=[CH:26][C:25]=1[C:2]1[NH:3][C:4]2[C:9]([CH:10]=1)=[CH:8][C:7]([C:11]1[N:12]([CH3:22])[N:13]=[C:14]([C:16]3[CH:21]=[CH:20][CH:19]=[CH:18][N:17]=3)[CH:15]=1)=[CH:6][CH:5]=2, predict the reactants needed to synthesize it. The reactants are: Br[C:2]1[NH:3][C:4]2[C:9]([CH:10]=1)=[CH:8][C:7]([C:11]1[N:12]([CH3:22])[N:13]=[C:14]([C:16]3[CH:21]=[CH:20][CH:19]=[CH:18][N:17]=3)[CH:15]=1)=[CH:6][CH:5]=2.[Cl:23][C:24]1[CH:29]=[CH:28][C:27]([F:30])=[CH:26][C:25]=1B(O)O.C([O-])([O-])=O.[K+].[K+].